Dataset: Reaction yield outcomes from USPTO patents with 853,638 reactions. Task: Predict the reaction yield, written as a fraction of the theoretical maximum amount of product (1.0 means a 100% yield; for example, 0.34 means a 34% yield). (1) The reactants are [ClH:1].Cl.[N:3]1([C:9]2[N:14]=[CH:13][N:12]=[C:11]3[NH:15][N:16]=[CH:17][C:10]=23)[CH2:8][CH2:7][NH:6][CH2:5][CH2:4]1.C1C=CC2N(O)N=NC=2C=1.CCN=C=NCCCN(C)C.C(OC([NH:46][CH2:47][CH2:48][CH:49]([C:53]1[CH:58]=[CH:57][CH:56]=[CH:55][C:54]=1[Cl:59])[C:50](O)=[O:51])=O)(C)(C)C.C(N(CC)CC)C. The catalyst is CN(C=O)C. The product is [ClH:59].[ClH:1].[NH2:46][CH2:47][CH2:48][CH:49]([C:53]1[CH:58]=[CH:57][CH:56]=[CH:55][C:54]=1[Cl:59])[C:50]([N:6]1[CH2:5][CH2:4][N:3]([C:9]2[N:14]=[CH:13][N:12]=[C:11]3[NH:15][N:16]=[CH:17][C:10]=23)[CH2:8][CH2:7]1)=[O:51]. The yield is 0.670. (2) The catalyst is C1COCC1. The product is [C:17]1([C@@H:15]([NH:14][C:12]2[N:13]=[C:8]([C:5]3[CH:4]=[CH:3][C:2]([NH:1][S:31]([CH3:30])(=[O:33])=[O:32])=[CH:7][CH:6]=3)[CH:9]=[N:10][CH:11]=2)[CH3:16])[CH:18]=[CH:19][CH:20]=[CH:21][CH:22]=1. The reactants are [NH2:1][C:2]1[CH:7]=[CH:6][C:5]([C:8]2[N:13]=[C:12]([NH:14][C@H:15]([C:17]3[CH:22]=[CH:21][CH:20]=[CH:19][CH:18]=3)[CH3:16])[CH:11]=[N:10][CH:9]=2)=[CH:4][CH:3]=1.C(N(CC)CC)C.[CH3:30][S:31](Cl)(=[O:33])=[O:32].O. The yield is 0.730. (3) The reactants are [F:1][C:2]1[CH:7]=[CH:6][CH:5]=[CH:4][C:3]=1[C:8]1[C:9]2[CH:19]=[CH:18][C:17](=[O:20])[NH:16][C:10]=2[N:11]=[C:12]([S:14][CH3:15])[N:13]=1.[H-].[Na+].I[CH3:24]. The catalyst is C1COCC1. The product is [F:1][C:2]1[CH:7]=[CH:6][CH:5]=[CH:4][C:3]=1[C:8]1[C:9]2[CH:19]=[CH:18][C:17](=[O:20])[N:16]([CH3:24])[C:10]=2[N:11]=[C:12]([S:14][CH3:15])[N:13]=1. The yield is 0.920. (4) The reactants are [Cl:1][C:2]1[CH:3]=[C:4]([NH:9][C:10]2[N:15]=[C:14]([NH:16][CH:17]3[CH2:19][CH2:18]3)[N:13]=[C:12]([S:20][CH2:21][C:22]([NH2:24])=[O:23])[C:11]=2[C:25]#[N:26])[CH:5]=[CH:6][C:7]=1[Cl:8].C[O-].[Na+]. The catalyst is C(O)C. The product is [NH2:26][C:25]1[C:11]2[C:10]([NH:9][C:4]3[CH:5]=[CH:6][C:7]([Cl:8])=[C:2]([Cl:1])[CH:3]=3)=[N:15][C:14]([NH:16][CH:17]3[CH2:18][CH2:19]3)=[N:13][C:12]=2[S:20][C:21]=1[C:22]([NH2:24])=[O:23]. The yield is 0.134. (5) The reactants are [Cl-].O[NH3+:3].[C:4](=[O:7])([O-])[OH:5].[Na+].CS(C)=O.[CH2:13]([C:17]1[N:18]=[C:19]([CH3:47])[N:20]([C:39]2[CH:44]=[CH:43][CH:42]=[C:41]([CH:45]=[CH2:46])[CH:40]=2)[C:21](=[O:38])[C:22]=1[CH2:23][C:24]1[CH:29]=[CH:28][C:27]([C:30]2[C:31]([C:36]#[N:37])=[CH:32][CH:33]=[CH:34][CH:35]=2)=[CH:26][CH:25]=1)[CH2:14][CH2:15][CH3:16]. The catalyst is O.C(OCC)(=O)C. The product is [CH2:13]([C:17]1[N:18]=[C:19]([CH3:47])[N:20]([C:39]2[CH:44]=[CH:43][CH:42]=[C:41]([CH:45]=[CH2:46])[CH:40]=2)[C:21](=[O:38])[C:22]=1[CH2:23][C:24]1[CH:29]=[CH:28][C:27]([C:30]2[CH:35]=[CH:34][CH:33]=[CH:32][C:31]=2[C:36]2[NH:3][C:4](=[O:7])[O:5][N:37]=2)=[CH:26][CH:25]=1)[CH2:14][CH2:15][CH3:16]. The yield is 0.400.